Dataset: Experimentally validated miRNA-target interactions with 360,000+ pairs, plus equal number of negative samples. Task: Binary Classification. Given a miRNA mature sequence and a target amino acid sequence, predict their likelihood of interaction. The miRNA is hsa-miR-10a-5p with sequence UACCCUGUAGAUCCGAAUUUGUG. The protein sequence of the target gene is MAVPPTYADLGKSARDVFTKGYGFGLIKLDLKTKSENGLEFTSSGSANTETTKVTGSLETKYRWTEYGLTFTEKWNTDNTLGTEITVEDQLARGLKLTFDSSFSPNTGKKNAKIKTGYKREHINLGCDMDFDIAGPSIRGALVLGYEGWLAGYQMNFETAKSRVTQSNFAVGYKTDEFQLHTNVNDGTEFGGSIYQKVNKKLETAVNLAWTAGNSNTRFGIAAKYQIDPDACFSAKVNNSSLIGLGYTQTLKPGIKLTLSALLDGKNVNAGGHKLGLGLEFQA. Result: 1 (interaction).